From a dataset of Catalyst prediction with 721,799 reactions and 888 catalyst types from USPTO. Predict which catalyst facilitates the given reaction. (1) Reactant: [H-].[Na+].[C:3]1([OH:9])[CH:8]=[CH:7][CH:6]=[CH:5][CH:4]=1.[Br:10][C:11]1[C:12](Cl)=[N:13][CH:14]=[C:15]([CH3:17])[CH:16]=1.O. Product: [Br:10][C:11]1[C:12]([O:9][C:3]2[CH:8]=[CH:7][CH:6]=[CH:5][CH:4]=2)=[N:13][CH:14]=[C:15]([CH3:17])[CH:16]=1. The catalyst class is: 44. (2) Reactant: C([O:8][C:9]1[N:14]=[CH:13][C:12]([C:15]2[CH:16]=[C:17]([C:21]3[CH:22]=[C:23]([C:31]([S:34]([CH3:37])(=[O:36])=[O:35])([CH3:33])[CH3:32])[CH:24]=[C:25]4[C:30]=3[N:29]=[CH:28][CH:27]=[CH:26]4)[CH:18]=[CH:19][CH:20]=2)=[CH:11][CH:10]=1)C1C=CC=CC=1.C(O)(C(F)(F)F)=O. Product: [CH3:37][S:34]([C:31]([C:23]1[CH:24]=[C:25]2[C:30](=[C:21]([C:17]3[CH:16]=[C:15]([C:12]4[CH:11]=[CH:10][C:9](=[O:8])[NH:14][CH:13]=4)[CH:20]=[CH:19][CH:18]=3)[CH:22]=1)[N:29]=[CH:28][CH:27]=[CH:26]2)([CH3:33])[CH3:32])(=[O:35])=[O:36]. The catalyst class is: 2. (3) The catalyst class is: 21. Reactant: [Mn]([O-])(=O)(=O)=O.[K+].[C:7]1([C:13]#[C:14][C:15]2[CH:20]=[CH:19][C:18]([NH:21][CH2:22][CH:23]([CH3:25])[CH3:24])=[C:17]([N+:26]([O-:28])=[O:27])[CH:16]=2)[CH:12]=[CH:11][CH:10]=[CH:9][CH:8]=1.C(=O)(O)[O-:30].[Na+].S([O-])([O-])(=O)=O.[Mg+2].S([O-])([O-])=O.[Na+].[Na+].[OH2:46]. Product: [C:7]1([C:13](=[O:30])[C:14]([C:15]2[CH:20]=[CH:19][C:18]([NH:21][CH2:22][CH:23]([CH3:24])[CH3:25])=[C:17]([N+:26]([O-:28])=[O:27])[CH:16]=2)=[O:46])[CH:12]=[CH:11][CH:10]=[CH:9][CH:8]=1. (4) Reactant: [Br:1][C:2]1[CH:10]=[C:9]2[C:5]([C:6]([C:11]([O:13][CH2:14][CH3:15])=[O:12])=[N:7][NH:8]2)=[CH:4][CH:3]=1.Br[CH2:17][C:18]([O:20][C:21]([CH3:24])([CH3:23])[CH3:22])=[O:19].C(=O)([O-])[O-].[K+].[K+]. Product: [Br:1][C:2]1[CH:10]=[C:9]2[C:5]([C:6]([C:11]([O:13][CH2:14][CH3:15])=[O:12])=[N:7][N:8]2[CH2:17][C:18]([O:20][C:21]([CH3:24])([CH3:23])[CH3:22])=[O:19])=[CH:4][CH:3]=1. The catalyst class is: 23. (5) Reactant: [CH2:1]([O:3][C:4](=[O:17])[C:5]1[CH:10]=[C:9]([C:11]([CH3:14])([CH3:13])[CH3:12])[N:8]=[C:7]([Br:15])[C:6]=1[OH:16])[CH3:2].[CH:18](N(CC)C(C)C)(C)C.C[Si](C=[N+]=[N-])(C)C. Product: [CH2:1]([O:3][C:4](=[O:17])[C:5]1[CH:10]=[C:9]([C:11]([CH3:12])([CH3:13])[CH3:14])[N:8]=[C:7]([Br:15])[C:6]=1[O:16][CH3:18])[CH3:2]. The catalyst class is: 382. (6) Reactant: [O:1]1[C:5]([C:6]([O-:8])=[O:7])=[CH:4][CH:3]=[C:2]1[C:9]([O-:11])=[O:10].O1[C:16]([C:17](O)=O)=[CH:15][CH:14]=[C:13]1[C:20](O)=O.N#N.[CH2:25]([CH:27]([CH2:30][CH2:31][CH2:32][CH3:33])CO)[CH3:26].C(O)CCC[CH2:38][CH2:39][CH2:40][CH2:41][CH2:42][CH3:43].[CH2:45](O)[CH2:46][CH2:47][CH2:48][CH2:49]CCC. Product: [O:1]1[C:5]([C:6]([O:8][CH2:20][CH2:13][CH2:14][CH2:15][CH2:16][CH2:17][CH2:43][CH2:42][CH2:41][CH2:40][CH2:39][CH3:38])=[O:7])=[CH:4][CH:3]=[C:2]1[C:9]([O:11][CH2:45][CH2:46][CH2:47][CH2:48][CH2:49][CH2:33][CH2:32][CH2:31][CH2:30][CH2:27][CH2:25][CH3:26])=[O:10]. The catalyst class is: 65.